Predict which catalyst facilitates the given reaction. From a dataset of Catalyst prediction with 721,799 reactions and 888 catalyst types from USPTO. (1) Product: [Cl:1][C:2]1[CH:7]=[C:6]([Cl:8])[CH:5]=[C:4]([Cl:9])[C:3]=1[CH2:10][Cl:14]. The catalyst class is: 22. Reactant: [Cl:1][C:2]1[CH:7]=[C:6]([Cl:8])[CH:5]=[C:4]([Cl:9])[C:3]=1[CH2:10]O.S(Cl)([Cl:14])=O.CN(C=O)C. (2) Reactant: Cl[C:2]([O:4][CH2:5][Cl:6])=[O:3].[CH2:7]([O:14][C:15]([NH:17][C@H:18]([C:22]([O:24][CH2:25][C:26]([CH3:30])([CH3:29])[CH2:27][OH:28])=[O:23])[CH:19]([CH3:21])[CH3:20])=[O:16])[C:8]1[CH:13]=[CH:12][CH:11]=[CH:10][CH:9]=1.N1C=CC=CC=1. Product: [C:2](=[O:3])([O:4][CH2:5][Cl:6])[O:28][CH2:27][C:26]([CH3:30])([CH3:29])[CH2:25][O:24][C:22](=[O:23])[C@H:18]([CH:19]([CH3:21])[CH3:20])[NH:17][C:15]([O:14][CH2:7][C:8]1[CH:9]=[CH:10][CH:11]=[CH:12][CH:13]=1)=[O:16]. The catalyst class is: 2. (3) Reactant: C([O:3][C:4]([C:6]1[CH:7]=[N:8][N:9]([C:12]2[C:17]([Cl:18])=[CH:16][C:15]([Cl:19])=[CH:14][N:13]=2)[C:10]=1[CH3:11])=[O:5])C.[OH-].[Na+]. Product: [Cl:18][C:17]1[C:12]([N:9]2[C:10]([CH3:11])=[C:6]([C:4]([OH:5])=[O:3])[CH:7]=[N:8]2)=[N:13][CH:14]=[C:15]([Cl:19])[CH:16]=1. The catalyst class is: 6. (4) Reactant: C[O:2][C:3](=[O:24])[C:4]1[CH:9]=[C:8]([C:10]#[C:11][C:12]2[CH:17]=[CH:16][CH:15]=[CH:14][C:13]=2[O:18][CH3:19])[CH:7]=[CH:6][C:5]=1[O:20][CH:21]([CH3:23])[CH3:22]. Product: [CH:21]([O:20][C:5]1[CH:6]=[CH:7][C:8]([C:10]#[C:11][C:12]2[CH:17]=[CH:16][CH:15]=[CH:14][C:13]=2[O:18][CH3:19])=[CH:9][C:4]=1[C:3]([OH:24])=[O:2])([CH3:23])[CH3:22]. The catalyst class is: 500. (5) Reactant: [Cl:1][C:2]1[CH:7]=[CH:6][C:5]([N:8]2[CH2:14][C@@H:13]([CH3:15])[C:12]3=[N:16][N:17]=[C:18]([CH3:19])[N:11]3[C:10]3[CH:20]=[CH:21][C:22](B4OC(C)(C)C(C)(C)O4)=[CH:23][C:9]2=3)=[CH:4][CH:3]=1.Br[C:34]1[CH:35]=[CH:36][C:37](=[O:41])[NH:38][C:39]=1[CH3:40].C(=O)([O-])[O-].[Cs+].[Cs+].O. Product: [Cl:1][C:2]1[CH:7]=[CH:6][C:5]([N:8]2[CH2:14][C@@H:13]([CH3:15])[C:12]3=[N:16][N:17]=[C:18]([CH3:19])[N:11]3[C:10]3[CH:20]=[CH:21][C:22]([C:34]4[CH:35]=[CH:36][C:37](=[O:41])[NH:38][C:39]=4[CH3:40])=[CH:23][C:9]2=3)=[CH:4][CH:3]=1. The catalyst class is: 117. (6) Reactant: [CH3:1][C:2]1[S:3][C:4]([C:9]2[CH:14]=[CH:13][CH:12]=[CH:11][CH:10]=2)=[CH:5][C:6]=1[CH:7]=[O:8].[CH:15]1([Mg]Br)[CH2:20][CH2:19][CH2:18][CH2:17][CH2:16]1.O1CCCC1.Cl. Product: [CH:15]1([CH:7]([C:6]2[CH:5]=[C:4]([C:9]3[CH:14]=[CH:13][CH:12]=[CH:11][CH:10]=3)[S:3][C:2]=2[CH3:1])[OH:8])[CH2:20][CH2:19][CH2:18][CH2:17][CH2:16]1. The catalyst class is: 7. (7) Reactant: [F:1][C:2]1[CH:7]=[CH:6][C:5]([CH2:8][CH2:9]O)=[CH:4][CH:3]=1.P(Br)(Br)[Br:12]. Product: [F:1][C:2]1[CH:7]=[CH:6][C:5]([CH2:8][CH2:9][Br:12])=[CH:4][CH:3]=1. The catalyst class is: 11. (8) Reactant: C[O:2][C:3](=[O:27])[CH:4]([C:11]1[CH:16]=[CH:15][C:14]([S:17]([CH3:20])(=[O:19])=[O:18])=[C:13]([N:21]2[C:25]([CH3:26])=[N:24][N:23]=[N:22]2)[CH:12]=1)[CH2:5][CH:6]1[CH2:10][CH2:9][CH2:8][CH2:7]1.[OH-].[Na+]. The catalyst class is: 8. Product: [CH:6]1([CH2:5][CH:4]([C:11]2[CH:16]=[CH:15][C:14]([S:17]([CH3:20])(=[O:18])=[O:19])=[C:13]([N:21]3[C:25]([CH3:26])=[N:24][N:23]=[N:22]3)[CH:12]=2)[C:3]([OH:27])=[O:2])[CH2:10][CH2:9][CH2:8][CH2:7]1. (9) Reactant: [CH3:1][C@H:2]1[CH2:7][NH:6][CH2:5][C@@H:4]([CH3:8])[NH:3]1.[C:9]([O:13][C:14](O[C:14]([O:13][C:9]([CH3:12])([CH3:11])[CH3:10])=[O:15])=[O:15])([CH3:12])([CH3:11])[CH3:10].C(N(C(C)C)CC)(C)C. Product: [CH3:8][C@@H:4]1[NH:3][C@H:2]([CH3:1])[CH2:7][N:6]([C:14]([O:13][C:9]([CH3:12])([CH3:11])[CH3:10])=[O:15])[CH2:5]1. The catalyst class is: 143. (10) Reactant: [Cl:1][C:2]1[CH:31]=[CH:30][C:5]([CH2:6][N:7]2[C:15]3[C:10](=[CH:11][C:12]([CH:16]=[C:17]4[S:21][C:20]([N:22]5[CH2:28][CH2:27][CH2:26][NH:25][CH2:24][CH2:23]5)=[N:19][C:18]4=[O:29])=[CH:13][CH:14]=3)[CH:9]=[N:8]2)=[C:4]([C:32]([F:35])([F:34])[F:33])[CH:3]=1.C(=O)([O-])[O-].[K+].[K+].[F:42][C:43]([F:51])([F:50])[CH2:44]OS(C)(=O)=O. Product: [Cl:1][C:2]1[CH:31]=[CH:30][C:5]([CH2:6][N:7]2[C:15]3[C:10](=[CH:11][C:12]([CH:16]=[C:17]4[S:21][C:20]([N:22]5[CH2:28][CH2:27][CH2:26][N:25]([CH2:44][C:43]([F:51])([F:50])[F:42])[CH2:24][CH2:23]5)=[N:19][C:18]4=[O:29])=[CH:13][CH:14]=3)[CH:9]=[N:8]2)=[C:4]([C:32]([F:35])([F:34])[F:33])[CH:3]=1. The catalyst class is: 16.